This data is from hERG potassium channel inhibition data for cardiac toxicity prediction from Karim et al.. The task is: Regression/Classification. Given a drug SMILES string, predict its toxicity properties. Task type varies by dataset: regression for continuous values (e.g., LD50, hERG inhibition percentage) or binary classification for toxic/non-toxic outcomes (e.g., AMES mutagenicity, cardiotoxicity, hepatotoxicity). Dataset: herg_karim. (1) The compound is Cc1c(F)c(N2CC[NH2+][C@H](C)C2)cc2c1C(=O)[C@H](C(=O)[O-])C=[N+]2C1CC1. The result is 0 (non-blocker). (2) The molecule is CO[C@@H]1COCC[C@@H]1N(C)[C@@H]1CC[C@@](C(=O)N2CCN(c3cc(C(F)(F)F)cnn3)CC2)(C(C)C)C1. The result is 0 (non-blocker). (3) The drug is CN1CCc2cc3nc(N)sc3cc2CC1. The result is 0 (non-blocker). (4) The result is 0 (non-blocker). The compound is N#Cc1ccc(Cn2cncc2C[N+]C2CCN(C(=O)c3cccnc3[O-])C2=O)cc1. (5) The compound is Cc1cc(N2CCC(N3CCCC3=O)CC2)nc2ccc(NC(=O)COc3ccc(OC(F)(F)F)cc3)cc12. The result is 1 (blocker). (6) The compound is CN(C)S(=O)(=O)N(C)[C@H]1CCCn2c1nc(C(=O)NCc1ccc(F)cc1)c(O)c2=O. The result is 0 (non-blocker). (7) The drug is CC[C@@H](O)C(C[C@@H](C)NC)(c1ccccc1)c1ccccc1. The result is 0 (non-blocker).